This data is from Forward reaction prediction with 1.9M reactions from USPTO patents (1976-2016). The task is: Predict the product of the given reaction. Given the reactants [CH3:1][O:2][C:3]1[N:8]=[CH:7][C:6]([CH2:9][C:10]2[C:11](=[O:20])[N:12]=[C:13]([NH:16][N+:17]([O-:19])=[O:18])[NH:14][CH:15]=2)=[CH:5][N:4]=1.[CH3:21]I, predict the reaction product. The product is: [CH3:21][N:14]1[CH:15]=[C:10]([CH2:9][C:6]2[CH:7]=[N:8][C:3]([O:2][CH3:1])=[N:4][CH:5]=2)[C:11](=[O:20])[N:12]=[C:13]1[NH:16][N+:17]([O-:19])=[O:18].